The task is: Regression. Given two drug SMILES strings and cell line genomic features, predict the synergy score measuring deviation from expected non-interaction effect.. This data is from NCI-60 drug combinations with 297,098 pairs across 59 cell lines. (1) Drug 1: CC1=C(C(CCC1)(C)C)C=CC(=CC=CC(=CC(=O)O)C)C. Drug 2: CN1C(=O)N2C=NC(=C2N=N1)C(=O)N. Cell line: 786-0. Synergy scores: CSS=1.43, Synergy_ZIP=-0.673, Synergy_Bliss=-0.720, Synergy_Loewe=-2.44, Synergy_HSA=-2.76. (2) Drug 1: CN1CCC(CC1)COC2=C(C=C3C(=C2)N=CN=C3NC4=C(C=C(C=C4)Br)F)OC. Drug 2: CC1=C(C=C(C=C1)NC2=NC=CC(=N2)N(C)C3=CC4=NN(C(=C4C=C3)C)C)S(=O)(=O)N.Cl. Cell line: NCI/ADR-RES. Synergy scores: CSS=9.98, Synergy_ZIP=-0.582, Synergy_Bliss=5.14, Synergy_Loewe=-0.357, Synergy_HSA=3.37. (3) Drug 1: C1=CC=C(C(=C1)C(C2=CC=C(C=C2)Cl)C(Cl)Cl)Cl. Drug 2: CC1CCC2CC(C(=CC=CC=CC(CC(C(=O)C(C(C(=CC(C(=O)CC(OC(=O)C3CCCCN3C(=O)C(=O)C1(O2)O)C(C)CC4CCC(C(C4)OC)O)C)C)O)OC)C)C)C)OC. Cell line: 786-0. Synergy scores: CSS=20.1, Synergy_ZIP=12.5, Synergy_Bliss=9.49, Synergy_Loewe=-86.9, Synergy_HSA=-4.06. (4) Drug 1: CN1C2=C(C=C(C=C2)N(CCCl)CCCl)N=C1CCCC(=O)O.Cl. Cell line: SK-MEL-28. Synergy scores: CSS=20.9, Synergy_ZIP=-3.58, Synergy_Bliss=0.588, Synergy_Loewe=-21.2, Synergy_HSA=-0.130. Drug 2: CC1=C(C(=O)C2=C(C1=O)N3CC4C(C3(C2COC(=O)N)OC)N4)N. (5) Drug 1: CCCCCOC(=O)NC1=NC(=O)N(C=C1F)C2C(C(C(O2)C)O)O. Drug 2: C1CC(=O)NC(=O)C1N2C(=O)C3=CC=CC=C3C2=O. Cell line: HCC-2998. Synergy scores: CSS=5.60, Synergy_ZIP=-1.27, Synergy_Bliss=-0.313, Synergy_Loewe=-6.05, Synergy_HSA=-3.70. (6) Drug 1: CC12CCC3C(C1CCC2=O)CC(=C)C4=CC(=O)C=CC34C. Drug 2: CCC1=C2CN3C(=CC4=C(C3=O)COC(=O)C4(CC)O)C2=NC5=C1C=C(C=C5)O. Synergy scores: CSS=66.9, Synergy_ZIP=1.33, Synergy_Bliss=-1.03, Synergy_Loewe=-1.24, Synergy_HSA=0.433. Cell line: OVCAR3.